This data is from Peptide-MHC class I binding affinity with 185,985 pairs from IEDB/IMGT. The task is: Regression. Given a peptide amino acid sequence and an MHC pseudo amino acid sequence, predict their binding affinity value. This is MHC class I binding data. (1) The peptide sequence is ELAPIRVNA. The MHC is HLA-B08:01 with pseudo-sequence HLA-B08:01. The binding affinity (normalized) is 0.213. (2) The peptide sequence is GLYRLNFRR. The MHC is HLA-B48:01 with pseudo-sequence HLA-B48:01. The binding affinity (normalized) is 0.0847. (3) The peptide sequence is MIEPRTLQY. The MHC is HLA-B58:01 with pseudo-sequence HLA-B58:01. The binding affinity (normalized) is 0.0847. (4) The peptide sequence is LSIFNPCLI. The MHC is HLA-A68:02 with pseudo-sequence HLA-A68:02. The binding affinity (normalized) is 0.0866.